The task is: Predict the product of the given reaction.. This data is from Forward reaction prediction with 1.9M reactions from USPTO patents (1976-2016). (1) The product is: [F:1][C:2]1[CH:7]=[CH:6][C:5]([CH2:8][CH2:9][C:10]([C:18]2[CH:19]=[CH:20][C:15]([O:14][CH3:13])=[CH:16][CH:17]=2)=[O:11])=[CH:4][CH:3]=1. Given the reactants [F:1][C:2]1[CH:7]=[CH:6][C:5]([CH2:8][CH2:9][C:10](Cl)=[O:11])=[CH:4][CH:3]=1.[CH3:13][O:14][C:15]1[CH:20]=[CH:19][CH:18]=[CH:17][CH:16]=1, predict the reaction product. (2) Given the reactants Br[CH2:2][CH2:3][CH2:4][N:5]1[C:9](=[O:10])[C:8]2=[CH:11][CH:12]=[CH:13][CH:14]=[C:7]2[C:6]1=[O:15].[I:16][C:17]1[CH:22]=[CH:21][C:20]([OH:23])=[CH:19][CH:18]=1.C(=O)([O-])[O-].[K+].[K+], predict the reaction product. The product is: [I:16][C:17]1[CH:22]=[CH:21][C:20]([O:23][CH2:2][CH2:3][CH2:4][N:5]2[C:9](=[O:10])[C:8]3=[CH:11][CH:12]=[CH:13][CH:14]=[C:7]3[C:6]2=[O:15])=[CH:19][CH:18]=1. (3) Given the reactants C(OC(=O)[NH:7][C:8]1[CH:13]=[CH:12][C:11]([F:14])=[CH:10][C:9]=1[NH:15][C:16](=[O:33])[CH2:17][C:18]([C:20]1[CH:25]=[CH:24][CH:23]=[C:22]([C:26]2[CH:27]=[N:28][C:29]([CH3:32])=[CH:30][CH:31]=2)[CH:21]=1)=O)(C)(C)C.C(O)(C(F)(F)F)=O, predict the reaction product. The product is: [F:14][C:11]1[CH:12]=[CH:13][C:8]2[N:7]=[C:18]([C:20]3[CH:25]=[CH:24][CH:23]=[C:22]([C:26]4[CH:27]=[N:28][C:29]([CH3:32])=[CH:30][CH:31]=4)[CH:21]=3)[CH2:17][C:16](=[O:33])[NH:15][C:9]=2[CH:10]=1. (4) Given the reactants CCN=C=NCCCN(C)C.C1C=CC2N(O)N=NC=2C=1.[Cl:22][C:23]1[CH:24]=[C:25]([CH:29]=[CH:30][C:31]=1[O:32][CH:33]([CH3:35])[CH3:34])[C:26]([OH:28])=O.O[NH:37][C:38](=[NH:53])[C:39]1[CH:40]=[C:41]2[C:45](=[CH:46][CH:47]=1)[NH:44][C:43]([C:48]([O:50][CH2:51][CH3:52])=[O:49])=[CH:42]2, predict the reaction product. The product is: [Cl:22][C:23]1[CH:24]=[C:25]([C:26]2[O:28][N:53]=[C:38]([C:39]3[CH:40]=[C:41]4[C:45](=[CH:46][CH:47]=3)[NH:44][C:43]([C:48]([O:50][CH2:51][CH3:52])=[O:49])=[CH:42]4)[N:37]=2)[CH:29]=[CH:30][C:31]=1[O:32][CH:33]([CH3:35])[CH3:34]. (5) Given the reactants [CH2:1]([O:4][C:5]1[C:10]([O:11][CH3:12])=[CH:9][CH:8]=[CH:7][C:6]=1[C@@H:13]1[C:19]2[CH:20]=[C:21]([Cl:24])[CH:22]=[CH:23][C:18]=2[NH:17][C:16](=O)[C@@H:15]([CH2:26][C:27]([O:29][CH2:30][CH:31]=[CH2:32])=[O:28])[S:14]1)[CH:2]=[CH2:3].COC1C=CC(P2(SP(C3C=CC(OC)=CC=3)(=S)S2)=[S:42])=CC=1, predict the reaction product. The product is: [CH2:1]([O:4][C:5]1[C:10]([O:11][CH3:12])=[CH:9][CH:8]=[CH:7][C:6]=1[C@@H:13]1[C:19]2[CH:20]=[C:21]([Cl:24])[CH:22]=[CH:23][C:18]=2[NH:17][C:16](=[S:42])[C@@H:15]([CH2:26][C:27]([O:29][CH2:30][CH:31]=[CH2:32])=[O:28])[S:14]1)[CH:2]=[CH2:3]. (6) Given the reactants [OH-:1].[K+].[Cl:3][C:4]1[CH:12]=[CH:11][C:10]([CH2:13][C:14]#N)=[CH:9][C:5]=1[C:6]([OH:8])=[O:7].[OH2:16], predict the reaction product. The product is: [C:14]([CH2:13][C:10]1[CH:11]=[CH:12][C:4]([Cl:3])=[C:5]([CH:9]=1)[C:6]([OH:8])=[O:7])([OH:16])=[O:1]. (7) The product is: [CH3:8][O:7][C:5]([CH:4]1[CH2:9][CH2:10][N:1]([CH:12]([CH3:14])[CH3:11])[CH2:2][CH2:3]1)=[O:6]. Given the reactants [NH:1]1[CH2:10][CH2:9][CH:4]([C:5]([O:7][CH3:8])=[O:6])[CH2:3][CH2:2]1.[CH3:11][C:12]([CH3:14])=O.C(O)(=O)C.[BH-](OC(C)=O)(OC(C)=O)OC(C)=O.[Na+], predict the reaction product. (8) Given the reactants [Cl:1][C:2]1[CH:3]=[C:4]2[C:8](=[CH:9][CH:10]=1)[NH:7][C:6]([CH:11]([CH3:13])[CH3:12])=[CH:5]2.[H-].[Na+].Cl[CH2:17][C:18]1[O:22][C:21]([C:23]([O:25][CH2:26][CH3:27])=[O:24])=[CH:20][CH:19]=1.[Cl-].[NH4+], predict the reaction product. The product is: [Cl:1][C:2]1[CH:3]=[C:4]2[C:8](=[CH:9][CH:10]=1)[N:7]([CH2:17][C:18]1[O:22][C:21]([C:23]([O:25][CH2:26][CH3:27])=[O:24])=[CH:20][CH:19]=1)[C:6]([CH:11]([CH3:13])[CH3:12])=[CH:5]2. (9) Given the reactants [CH2:1]([Li])[CH2:2][CH2:3][CH3:4].[CH3:6][C:7]1[C@@H:8]([O:20][Si:21]([CH2:26][CH3:27])([CH2:24][CH3:25])[CH2:22][CH3:23])[C@H:9]([CH:18]=O)[CH2:10][C:11]=1[C:12]1C=CC=[CH:14][N:13]=1.[CH2:28]1COCC1, predict the reaction product. The product is: [CH3:4][C:3]1[CH:2]=[CH:1][C:12]([C:11]2[CH2:10][C@@H:9]([CH:18]=[CH2:28])[C@H:8]([O:20][Si:21]([CH2:22][CH3:23])([CH2:24][CH3:25])[CH2:26][CH3:27])[C:7]=2[CH3:6])=[N:13][CH:14]=1. (10) Given the reactants [C:1]1([Li])[CH:6]=[CH:5][CH:4]=[CH:3][CH:2]=1.[Cl-].[CH3:9][O:10][CH2:11][P+](C1C=CC=CC=1)(C1C=CC=CC=1)C1C=CC=CC=1.[CH2:31]([O:38][CH2:39][CH2:40][CH2:41][CH2:42][O:43][C:44]1[N:49]=[C:48]([NH:50][C:51](=[O:56])[C:52]([CH3:55])([CH3:54])[CH3:53])[C:47]([CH:57]=O)=[CH:46][CH:45]=1)C1C=CC=CC=1.[Cl-].[NH4+], predict the reaction product. The product is: [CH2:31]([O:38][CH2:39][CH2:40][CH2:41][CH2:42][O:43][C:44]1[N:49]=[C:48]([NH:50][C:51](=[O:56])[C:52]([CH3:53])([CH3:54])[CH3:55])[C:47]([CH:57]=[CH:9][O:10][CH3:11])=[CH:46][CH:45]=1)[C:1]1[CH:6]=[CH:5][CH:4]=[CH:3][CH:2]=1.